Task: Predict the reaction yield, written as a fraction of the theoretical maximum amount of product (1.0 means a 100% yield; for example, 0.34 means a 34% yield).. Dataset: Reaction yield outcomes from USPTO patents with 853,638 reactions (1) The reactants are Br[C:2]1[S:6][CH:5]=[C:4]([CH2:7][CH2:8][C:9]([O:11]CC)=[O:10])[C:3]=1[C:14]1[CH:19]=[CH:18][C:17]([C:20]#[N:21])=[CH:16][C:15]=1[CH3:22].[CH3:23][O:24][C:25]1[CH:30]=[CH:29][C:28](B(O)O)=[CH:27][CH:26]=1.C([O-])([O-])=O.[Na+].[Na+]. The catalyst is O1CCOCC1.O.Cl[Pd](Cl)([P](C1C=CC=CC=1)(C1C=CC=CC=1)C1C=CC=CC=1)[P](C1C=CC=CC=1)(C1C=CC=CC=1)C1C=CC=CC=1. The product is [C:20]([C:17]1[CH:18]=[CH:19][C:14]([C:3]2[C:4]([CH2:7][CH2:8][C:9]([OH:11])=[O:10])=[CH:5][S:6][C:2]=2[C:28]2[CH:29]=[CH:30][C:25]([O:24][CH3:23])=[CH:26][CH:27]=2)=[C:15]([CH3:22])[CH:16]=1)#[N:21]. The yield is 0.860. (2) The product is [CH3:1][C:2]1([CH3:32])[CH2:11][C:10]2[C:5](=[CH:6][CH:7]=[C:8]([C:12]([O:14][CH3:15])=[O:13])[CH:9]=2)[NH:4][CH:3]1[C:16]1[CH:21]=[CH:20][CH:19]=[C:18]([S:22](=[O:31])(=[O:30])[NH:23][CH:24]2[CH2:28][CH2:27][N:26]([CH3:29])[CH2:25]2)[CH:17]=1. The yield is 0.920. The reactants are [CH3:1][C:2]1([CH3:32])[CH2:11][C:10]2[C:5](=[CH:6][CH:7]=[C:8]([C:12]([O:14][CH3:15])=[O:13])[CH:9]=2)[N:4]=[C:3]1[C:16]1[CH:21]=[CH:20][CH:19]=[C:18]([S:22](=[O:31])(=[O:30])[NH:23][CH:24]2[CH2:28][CH2:27][N:26]([CH3:29])[CH2:25]2)[CH:17]=1. The catalyst is CO.O1CCCC1.[Pd]. (3) The reactants are [C:1]([C:4]1[C:9]([C:10]2[CH:15]=[CH:14][CH:13]=[CH:12][CH:11]=2)=[N:8][N:7]([CH2:16][CH3:17])[C:6](=[O:18])[C:5]=1[N+:19]([O-])=O)(=[O:3])[CH3:2].N[C:23]1[CH:32]=[CH:31][CH:30]=[C:29]2[C:24]=1[CH:25]=[CH:26][CH:27]=[N:28]2. The catalyst is C(O)C. The product is [C:1]([C:4]1[C:9]([C:10]2[CH:15]=[CH:14][CH:13]=[CH:12][CH:11]=2)=[N:8][N:7]([CH2:16][CH3:17])[C:6](=[O:18])[C:5]=1[NH:19][C:23]1[CH:32]=[CH:31][CH:30]=[C:29]2[C:24]=1[CH:25]=[CH:26][CH:27]=[N:28]2)(=[O:3])[CH3:2]. The yield is 0.748. (4) The reactants are C(OC([N:8]1[CH2:13][CH2:12][CH2:11][C@H:10]([C:14]2[O:18][N:17]=[C:16]([C:19]3[NH:20][CH:21]=[CH:22][CH:23]=3)[N:15]=2)[CH2:9]1)=O)(C)(C)C.[ClH:24]. The catalyst is O1CCOCC1. The product is [ClH:24].[NH:20]1[CH:21]=[CH:22][CH:23]=[C:19]1[C:16]1[N:15]=[C:14]([C@H:10]2[CH2:11][CH2:12][CH2:13][NH:8][CH2:9]2)[O:18][N:17]=1. The yield is 1.00. (5) The reactants are [C:1]([C:5]1[NH:6][C:7]2[C:12]([CH:13]=1)=[C:11]([F:14])[CH:10]=[CH:9][CH:8]=2)([CH3:4])([CH3:3])[CH3:2].[N+:15]([O-])([O-:17])=[O:16].[K+].O. The catalyst is OS(O)(=O)=O. The product is [C:1]([C:5]1[NH:6][C:7]2[C:12]([CH:13]=1)=[C:11]([F:14])[C:10]([N+:15]([O-:17])=[O:16])=[CH:9][CH:8]=2)([CH3:4])([CH3:2])[CH3:3]. The yield is 0.730. (6) The reactants are [CH3:1][C:2]([C:4]1[CH:9]=[CH:8][C:7]([OH:10])=[C:6]([O:11][CH3:12])[CH:5]=1)=[O:3].[CH2:13](Br)[C:14]1[CH:19]=[CH:18][CH:17]=[CH:16][CH:15]=1.C(=O)([O-])[O-].[K+].[K+]. The catalyst is CN(C=O)C. The product is [CH2:13]([O:10][C:7]1[CH:8]=[CH:9][C:4]([C:2](=[O:3])[CH3:1])=[CH:5][C:6]=1[O:11][CH3:12])[C:14]1[CH:19]=[CH:18][CH:17]=[CH:16][CH:15]=1. The yield is 0.990. (7) The reactants are [F:1][C:2]1[N:7]=[CH:6][C:5]([CH:8]([C:10]2[CH:15]=[CH:14][C:13]([S:16][CH3:17])=[CH:12][CH:11]=2)O)=[CH:4][CH:3]=1.FC(F)(F)C(O)=O.C([SiH](CC)CC)C. The catalyst is C(Cl)Cl. The product is [F:1][C:2]1[CH:3]=[CH:4][C:5]([CH2:8][C:10]2[CH:15]=[CH:14][C:13]([S:16][CH3:17])=[CH:12][CH:11]=2)=[CH:6][N:7]=1. The yield is 0.890. (8) The yield is 0.870. The catalyst is ClCCl. The product is [C:9]([C:11]1[C:16]2[N:17]=[C:18]([C:20]([N:7]([CH2:5][CH3:6])[CH3:8])=[O:22])[O:19][C:15]=2[C:14]([F:25])=[C:13]([C:26]2[CH:27]=[CH:28][CH:29]=[CH:30][CH:31]=2)[C:12]=1[CH3:32])#[N:10]. The reactants are C[Al](C)C.[CH2:5]([NH:7][CH3:8])[CH3:6].[C:9]([C:11]1[C:16]2[N:17]=[C:18]([C:20]([O:22]CC)=O)[O:19][C:15]=2[C:14]([F:25])=[C:13]([C:26]2[CH:31]=[CH:30][CH:29]=[CH:28][CH:27]=2)[C:12]=1[CH3:32])#[N:10].Cl. (9) The reactants are [NH2:1][C:2]1[CH:3]=[N:4][N:5]([CH3:22])[C:6]=1[N:7]1[CH2:13][CH2:12][CH:11]([F:14])[CH:10]([NH:15]C(=O)C(F)(F)F)[CH2:9][CH2:8]1.C(OC([NH:30][C:31]1[S:35][C:34]([C:36]2[CH:41]=[CH:40][CH:39]=[CH:38][N:37]=2)=[N:33][C:32]=1[C:42](O)=[O:43])=O)(C)(C)C. No catalyst specified. The product is [NH2:30][C:31]1[S:35][C:34]([C:36]2[CH:41]=[CH:40][CH:39]=[CH:38][N:37]=2)=[N:33][C:32]=1[C:42]([NH:1][C:2]1[CH:3]=[N:4][N:5]([CH3:22])[C:6]=1[N:7]1[CH2:13][CH2:12][C@@H:11]([F:14])[C@@H:10]([NH2:15])[CH2:9][CH2:8]1)=[O:43]. The yield is 0.680.